This data is from hERG potassium channel inhibition data for cardiac toxicity prediction from Karim et al.. The task is: Regression/Classification. Given a drug SMILES string, predict its toxicity properties. Task type varies by dataset: regression for continuous values (e.g., LD50, hERG inhibition percentage) or binary classification for toxic/non-toxic outcomes (e.g., AMES mutagenicity, cardiotoxicity, hepatotoxicity). Dataset: herg_karim. (1) The compound is CN(C(=O)c1ccc(-n2cccn2)cc1)C1CCN(C2CCC2)C1. The result is 0 (non-blocker). (2) The molecule is CC[C@@H](NC(=O)c1cc(C(=O)N[C@H](C)c2ccc(F)cc2)n2c1COCC2)c1ccc(C(F)(F)F)cc1. The result is 1 (blocker). (3) The drug is COc1ccc(C2(c3cccc(-c4cncnc4)c3)N=C(N)c3nc(C)sc32)cc1. The result is 1 (blocker). (4) The drug is COc1cc(-c2cn(C3(C)CCc4ccccc4N(CC(F)(F)F)C3=O)nn2)ccc1-n1cnc(C)c1. The result is 1 (blocker). (5) The compound is COc1ccc(CCN(C)CCCNc2c(Cl)cn[nH]c2=O)cc1OC. The result is 1 (blocker). (6) The result is 1 (blocker). The drug is COc1ccc(C(CCCN)(c2ccccc2)c2ccccc2)cc1. (7) The compound is O=C1N(CCN2Cc3ccccc3C2)CCN1Cc1cccc(Cl)c1. The result is 1 (blocker). (8) The result is 1 (blocker). The drug is NC1=NC2(CO1)c1cc(-c3cncc(C4CC4)c3)ccc1OCC21CC1.